The task is: Predict the reaction yield, written as a fraction of the theoretical maximum amount of product (1.0 means a 100% yield; for example, 0.34 means a 34% yield).. This data is from Reaction yield outcomes from USPTO patents with 853,638 reactions. (1) The reactants are CC(C)([S@]([NH:6][C@@:7]([C:18]1[CH:23]=[C:22]([N+:24]([O-:26])=[O:25])[CH:21]=[CH:20][C:19]=1[F:27])([CH2:16][CH3:17])[CH2:8][C:9]([O:11]C(C)(C)C)=[O:10])=O)C. The catalyst is Cl. The product is [NH2:6][C@@:7]([C:18]1[CH:23]=[C:22]([N+:24]([O-:26])=[O:25])[CH:21]=[CH:20][C:19]=1[F:27])([CH2:16][CH3:17])[CH2:8][C:9]([OH:11])=[O:10]. The yield is 0.660. (2) The reactants are [Br:1][C:2]1[CH:3]=[CH:4][C:5]([CH2:8][NH2:9])=[N:6][CH:7]=1.CCN(CC)CC.[C:17](Cl)([CH3:19])=[O:18]. The catalyst is C(Cl)Cl. The product is [Br:1][C:2]1[CH:3]=[CH:4][C:5]([CH2:8][NH:9][C:17](=[O:18])[CH3:19])=[N:6][CH:7]=1. The yield is 0.900. (3) The reactants are Cl[C:2]1[N:7]=[CH:6][N:5]=[C:4]([NH:8][C@H:9]2[C@@H:13]3[O:14][C:15]([CH3:18])([CH3:17])[O:16][C@@H:12]3[C@@H:11]([CH2:19][OH:20])[CH2:10]2)[CH:3]=1.[NH2:21][C@@H:22]1[C:30]2[C:25](=[CH:26][CH:27]=[CH:28][CH:29]=2)[CH2:24][CH2:23]1. The catalyst is C(Cl)Cl. The product is [C@@H:22]1([NH:21][C:2]2[N:7]=[CH:6][N:5]=[C:4]([NH:8][C@H:9]3[C@@H:13]4[O:14][C:15]([CH3:18])([CH3:17])[O:16][C@@H:12]4[C@@H:11]([CH2:19][OH:20])[CH2:10]3)[CH:3]=2)[C:30]2[C:25](=[CH:26][CH:27]=[CH:28][CH:29]=2)[CH2:24][CH2:23]1. The yield is 0.824. (4) The reactants are Br[C:2]1[CH:3]=[CH:4][C:5]([O:8][C:9]2[CH:14]=[CH:13][CH:12]=[CH:11][CH:10]=2)=[N:6][CH:7]=1.C([Li])CCC.CN(C)[CH:22]=[O:23]. The catalyst is O1CCCC1. The product is [O:8]([C:5]1[N:6]=[CH:7][C:2]([CH:22]=[O:23])=[CH:3][CH:4]=1)[C:9]1[CH:14]=[CH:13][CH:12]=[CH:11][CH:10]=1. The yield is 0.320. (5) The reactants are [F:1][C:2]1[CH:7]=[CH:6][CH:5]=[C:4]([N+:8]([O-])=O)[C:3]=1[NH:11][C:12](=[O:14])[CH3:13].N#N. The catalyst is CO.[Pd]. The product is [NH2:8][C:4]1[CH:5]=[CH:6][CH:7]=[C:2]([F:1])[C:3]=1[NH:11][C:12](=[O:14])[CH3:13]. The yield is 0.900. (6) The reactants are [CH2:1]([Zn]CC)C.[CH2:6]([N:8]1[C:16]2[C:11](=[CH:12][CH:13]=[C:14]([O:17][CH:18]=[CH2:19])[CH:15]=2)[C:10]([C:20]#[N:21])=[CH:9]1)[CH3:7].ClCI.[NH4+].[Cl-].[OH-].[NH4+]. The catalyst is C(OCC)(=O)C.ClCCCl. The product is [CH:18]1([O:17][C:14]2[CH:15]=[C:16]3[C:11]([C:10]([C:20]#[N:21])=[CH:9][N:8]3[CH2:6][CH3:7])=[CH:12][CH:13]=2)[CH2:1][CH2:19]1. The yield is 0.457. (7) The reactants are [CH:1]1[C:6]([C:7]2[CH:8]=[CH:9][C:10]([F:14])=[CH:11][C:12]=2[F:13])=[CH:5][C:4]([C:15]([OH:17])=[O:16])=[C:3]([OH:18])[CH:2]=1.Cl.CN(C)[CH2:22][CH2:23][CH2:24]N=C=N.O.ON1C2C=CC=CC=2N=N1.C(O)CC. The catalyst is CN(C)C=O.O. The product is [F:13][C:12]1[CH:11]=[C:10]([F:14])[CH:9]=[CH:8][C:7]=1[C:6]1[CH:5]=[C:4]([C:15]([O:17][CH2:22][CH2:23][CH3:24])=[O:16])[C:3]([OH:18])=[CH:2][CH:1]=1. The yield is 0.300. (8) The reactants are [CH3:1][O:2][C:3]([C:5]1[CH:6]=[C:7]([CH:11]=[C:12]([N+:14]([O-:16])=[O:15])[CH:13]=1)[C:8](O)=[O:9])=[O:4].O=S(Cl)Cl.C[N:22](C=O)C. No catalyst specified. The product is [CH3:1][O:2][C:3](=[O:4])[C:5]1[CH:13]=[C:12]([N+:14]([O-:16])=[O:15])[CH:11]=[C:7]([C:8](=[O:9])[NH2:22])[CH:6]=1. The yield is 0.850. (9) The reactants are [Cl:1][C:2]1[N:3]=[C:4]([N:13]2[CH2:18][CH2:17][O:16][CH2:15][CH2:14]2)[C:5]2[CH:10]=[C:9]([CH:11]=O)[S:8][C:6]=2[N:7]=1.[CH3:19][NH2:20]. The catalyst is C1(C)C=CC=CC=1.C1COCC1.O. The product is [Cl:1][C:2]1[N:3]=[C:4]([N:13]2[CH2:18][CH2:17][O:16][CH2:15][CH2:14]2)[C:5]2[CH:10]=[C:9]([CH2:11][NH:20][CH3:19])[S:8][C:6]=2[N:7]=1. The yield is 0.530. (10) The reactants are [Br:1][C:2]1[CH:3]=[C:4]([CH:8]=[CH:9][C:10]=1[C:11]([N:13]1[CH2:17][CH2:16][CH2:15][CH2:14]1)=[O:12])[C:5]([OH:7])=O.CN(C(ON1N=NC2C=CC=CC1=2)=[N+](C)C)C.[B-](F)(F)(F)F.C(N(C(C)C)CC)(C)C.[Cl:49][C:50]1[CH:64]=[CH:63][C:53]2[NH:54][C:55]([C@@H:57]([NH2:62])[CH2:58][CH2:59][S:60][CH3:61])=[N:56][C:52]=2[CH:51]=1.BrCl. The catalyst is O1CCCC1.ClCCl.C(O)C. The product is [Br:1][C:2]1[CH:3]=[C:4]([CH:8]=[CH:9][C:10]=1[C:11]([N:13]1[CH2:17][CH2:16][CH2:15][CH2:14]1)=[O:12])[C:5]([NH:62][C@H:57]([C:55]1[NH:54][C:53]2[CH:63]=[CH:64][C:50]([Cl:49])=[CH:51][C:52]=2[N:56]=1)[CH2:58][CH2:59][S:60][CH3:61])=[O:7]. The yield is 0.600.